Dataset: Orexin1 receptor HTS with 218,158 compounds and 233 confirmed actives. Task: Binary Classification. Given a drug SMILES string, predict its activity (active/inactive) in a high-throughput screening assay against a specified biological target. The compound is S=C(NC(C)C)N\N=C(/CCC(O)=O)c1ccc(OCC)cc1. The result is 0 (inactive).